Dataset: Reaction yield outcomes from USPTO patents with 853,638 reactions. Task: Predict the reaction yield, written as a fraction of the theoretical maximum amount of product (1.0 means a 100% yield; for example, 0.34 means a 34% yield). The yield is 0.120. The reactants are [CH3:1][N:2]1[CH:6]=[CH:5][C:4]([NH:7][C:8]([C:10]2[CH:20]=[C:19]([OH:21])[C:13]3[CH2:14][C:15]([CH3:18])([CH3:17])[O:16][C:12]=3[CH:11]=2)=[O:9])=[N:3]1.Br[C:23]1[CH:28]=[CH:27][C:26]([CH:29]([F:31])[F:30])=[CH:25][CH:24]=1.C([O-])([O-])=O.[Cs+].[Cs+]. The catalyst is CN(C=O)C.[Cu]I. The product is [CH3:1][N:2]1[CH:6]=[CH:5][C:4]([NH:7][C:8]([C:10]2[CH:20]=[C:19]([O:21][C:23]3[CH:28]=[CH:27][C:26]([CH:29]([F:31])[F:30])=[CH:25][CH:24]=3)[C:13]3[CH2:14][C:15]([CH3:18])([CH3:17])[O:16][C:12]=3[CH:11]=2)=[O:9])=[N:3]1.